Predict the reactants needed to synthesize the given product. From a dataset of Full USPTO retrosynthesis dataset with 1.9M reactions from patents (1976-2016). (1) Given the product [CH3:1][C:2]1[CH:10]=[C:9]([CH:8]=[C:4]([C:5]([OH:7])=[O:6])[C:3]=1[OH:11])[CH:24]=[O:25], predict the reactants needed to synthesize it. The reactants are: [CH3:1][C:2]1[CH:10]=[CH:9][CH:8]=[C:4]([C:5]([OH:7])=[O:6])[C:3]=1[OH:11].C1N2CN3CN(C2)CN1C3.FC(F)(F)[C:24](O)=[O:25]. (2) Given the product [Cl:18][C:15]1[C:16](=[O:17])[N:11]([C:6]2[CH:5]=[C:4]([CH:9]=[CH:8][C:7]=2[CH3:10])[C:3]([N:46]([O:47][CH3:32])[CH3:45])=[O:29])[C:12]([CH3:28])=[N:13][C:14]=1[O:19][CH2:20][C:21]1[CH:26]=[CH:25][CH:24]=[C:23]([F:27])[N:22]=1, predict the reactants needed to synthesize it. The reactants are: CO[C:3](=[O:29])[C:4]1[CH:9]=[CH:8][C:7]([CH3:10])=[C:6]([N:11]2[C:16](=[O:17])[C:15]([Cl:18])=[C:14]([O:19][CH2:20][C:21]3[CH:26]=[CH:25][CH:24]=[C:23]([F:27])[N:22]=3)[N:13]=[C:12]2[CH3:28])[CH:5]=1.[OH-].[Na+].[C:32](N1C=CN=C1)(N1C=CN=C1)=O.Cl.[CH3:45][N:46](C)[OH:47].C(N(CC)CC)C. (3) Given the product [F:48][CH:46]([F:47])[C:36]1[N:35]([C:25]2[N:26]=[C:27]([N:29]3[CH2:30][CH2:31][O:32][CH2:33][CH2:34]3)[N:28]=[C:12]([N:9]3[CH2:8][CH2:7][CH:6]([S:3]([NH:2][CH3:1])(=[O:4])=[O:5])[CH2:11][CH2:10]3)[N:24]=2)[C:39]2[CH:40]=[CH:41][CH:42]=[C:43]([O:44][CH3:45])[C:38]=2[N:37]=1, predict the reactants needed to synthesize it. The reactants are: [CH3:1][NH:2][S:3]([CH:6]1[CH2:11][CH2:10][N:9]([C:12](OCC2C=CC=CC=2)=O)[CH2:8][CH2:7]1)(=[O:5])=[O:4].ClC1[N:28]=[C:27]([N:29]2[CH2:34][CH2:33][O:32][CH2:31][CH2:30]2)[N:26]=[C:25]([N:35]2[C:39]3[CH:40]=[CH:41][CH:42]=[C:43]([O:44][CH3:45])[C:38]=3[N:37]=[C:36]2[CH:46]([F:48])[F:47])[N:24]=1.CCN(C(C)C)C(C)C. (4) Given the product [F:52][C:51]([F:54])([F:53])[S:48]([O:33][C:17]1[N:18]=[C:19]([CH2:30][CH2:31][CH3:32])[C:20]2[C:25]([C:16]=1[CH2:15][C:3]1[CH:4]=[CH:5][C:6]3[O:7][C:8]4[CH:14]=[CH:13][CH:12]=[CH:11][C:9]=4[C:10]=3[CH:2]=1)=[CH:24][C:23]([O:26][CH3:27])=[C:22]([O:28][CH3:29])[CH:21]=2)(=[O:50])=[O:49], predict the reactants needed to synthesize it. The reactants are: Cl.[CH:2]1[C:10]2[C:9]3[CH:11]=[CH:12][CH:13]=[CH:14][C:8]=3[O:7][C:6]=2[CH:5]=[CH:4][C:3]=1[CH2:15][C:16]1[C:25]2[C:20](=[CH:21][C:22]([O:28][CH3:29])=[C:23]([O:26][CH3:27])[CH:24]=2)[C:19]([CH2:30][CH2:31][CH3:32])=[N:18][C:17]=1[OH:33].C(N(CC)CC)C.C1C=CC(N([S:48]([C:51]([F:54])([F:53])[F:52])(=[O:50])=[O:49])[S:48]([C:51]([F:54])([F:53])[F:52])(=[O:50])=[O:49])=CC=1. (5) The reactants are: [CH2:1]([O:3][C:4]1[CH:5]=[C:6]([CH2:13][CH:14]([NH:17][C:18](=[O:24])[O:19][C:20]([CH3:23])([CH3:22])[CH3:21])[CH2:15][OH:16])[CH:7]=[CH:8][C:9]=1[O:10][CH2:11][CH3:12])[CH3:2].C(N(CC)C(C)C)(C)C.[C:34](OC(=O)C)(=[O:36])[CH3:35]. Given the product [C:20]([O:19][C:18]([NH:17][CH:14]([CH2:13][C:6]1[CH:7]=[CH:8][C:9]([O:10][CH2:11][CH3:12])=[C:4]([O:3][CH2:1][CH3:2])[CH:5]=1)[CH2:15][O:16][C:34](=[O:36])[CH3:35])=[O:24])([CH3:22])([CH3:21])[CH3:23], predict the reactants needed to synthesize it. (6) Given the product [NH2:49][C:48]1[CH:47]=[C:46]([N:50]2[C:55]3[CH:56]=[C:57]([O:60][C@H:61]4[CH2:65][CH2:64][N:63]([C:7]([C:5]5[N:4]=[CH:3][N:2]([CH3:1])[CH:6]=5)=[O:9])[CH2:62]4)[CH:58]=[CH:59][C:54]=3[O:53][CH2:52][CH2:51]2)[CH:45]=[N:44][C:43]=1[O:42][CH3:41], predict the reactants needed to synthesize it. The reactants are: [CH3:1][N:2]1[CH:6]=[C:5]([C:7]([OH:9])=O)[N:4]=[CH:3]1.CCN(CC)CC.CN(C(ON1N=NC2C=CC=CC1=2)=[N+](C)C)C.F[P-](F)(F)(F)(F)F.[CH3:41][O:42][C:43]1[C:48]([NH2:49])=[CH:47][C:46]([N:50]2[C:55]3[CH:56]=[C:57]([O:60][C@H:61]4[CH2:65][CH2:64][NH:63][CH2:62]4)[CH:58]=[CH:59][C:54]=3[O:53][CH2:52][CH2:51]2)=[CH:45][N:44]=1.